From a dataset of TCR-epitope binding with 47,182 pairs between 192 epitopes and 23,139 TCRs. Binary Classification. Given a T-cell receptor sequence (or CDR3 region) and an epitope sequence, predict whether binding occurs between them. (1) The epitope is ALLADKFPV. The TCR CDR3 sequence is CASRETGGVWETQYF. Result: 0 (the TCR does not bind to the epitope). (2) The epitope is YSEHPTFTSQY. The TCR CDR3 sequence is CASSLFLAGGYEQYF. Result: 1 (the TCR binds to the epitope). (3) The epitope is FLNGSCGSV. The TCR CDR3 sequence is CASSGFFYYEQYF. Result: 0 (the TCR does not bind to the epitope). (4) The epitope is RLRAEAQVK. The TCR CDR3 sequence is CSAREAGVWFNEQFF. Result: 1 (the TCR binds to the epitope). (5) The TCR CDR3 sequence is CASSHPGLAGGSLNEQFF. The epitope is TEILPVSMTK. Result: 0 (the TCR does not bind to the epitope).